This data is from Peptide-MHC class II binding affinity with 134,281 pairs from IEDB. The task is: Regression. Given a peptide amino acid sequence and an MHC pseudo amino acid sequence, predict their binding affinity value. This is MHC class II binding data. The peptide sequence is YDKFLANVSTVLHGK. The MHC is DRB1_0802 with pseudo-sequence DRB1_0802. The binding affinity (normalized) is 0.932.